Task: Regression. Given a peptide amino acid sequence and an MHC pseudo amino acid sequence, predict their binding affinity value. This is MHC class I binding data.. Dataset: Peptide-MHC class I binding affinity with 185,985 pairs from IEDB/IMGT (1) The peptide sequence is TLMNVITLV. The MHC is HLA-B27:05 with pseudo-sequence HLA-B27:05. The binding affinity (normalized) is 0.148. (2) The peptide sequence is WQLSGVVPL. The MHC is HLA-B48:01 with pseudo-sequence HLA-B48:01. The binding affinity (normalized) is 0.686. (3) The peptide sequence is FQPQMGQFI. The MHC is H-2-Kb with pseudo-sequence H-2-Kb. The binding affinity (normalized) is 0.0258. (4) The peptide sequence is CRCLGEGHG. The MHC is Mamu-B08 with pseudo-sequence Mamu-B08. The binding affinity (normalized) is 0.184.